This data is from Forward reaction prediction with 1.9M reactions from USPTO patents (1976-2016). The task is: Predict the product of the given reaction. Given the reactants N[C:2]1[CH:7]=[C:6]([CH3:8])[C:5]([N+:9]([O-:11])=[O:10])=[CH:4][N:3]=1.S([O-])(OCCC(C)C)=O.[I:21]CI, predict the reaction product. The product is: [I:21][C:2]1[CH:7]=[C:6]([CH3:8])[C:5]([N+:9]([O-:11])=[O:10])=[CH:4][N:3]=1.